Task: Predict the reaction yield, written as a fraction of the theoretical maximum amount of product (1.0 means a 100% yield; for example, 0.34 means a 34% yield).. Dataset: Reaction yield outcomes from USPTO patents with 853,638 reactions (1) The reactants are [CH3:1][C:2]([O:5][C:6]([N:8]1[CH2:13][CH2:12][CH2:11][CH2:10][C@H:9]1[C:14]([NH:16][C@@H:17]([CH2:23][CH:24]([CH3:26])[CH3:25])/[CH:18]=[CH:19]/[C:20](O)=[O:21])=[O:15])=[O:7])([CH3:4])[CH3:3].CN(C(ON1N=NC2C=CC=NC1=2)=[N+](C)C)C.F[P-](F)(F)(F)(F)F.CCN(C(C)C)C(C)C.[NH:60]1[C:68]2[C:63](=[CH:64][CH:65]=[CH:66][CH:67]=2)[CH2:62][CH2:61]1. The catalyst is C(Cl)Cl.CN(C=O)C.CCOC(C)=O. The product is [N:60]1([C:20](=[O:21])/[CH:19]=[CH:18]/[C@@H:17]([NH:16][C:14]([C@@H:9]2[CH2:10][CH2:11][CH2:12][CH2:13][N:8]2[C:6]([O:5][C:2]([CH3:3])([CH3:1])[CH3:4])=[O:7])=[O:15])[CH2:23][CH:24]([CH3:25])[CH3:26])[C:68]2[C:63](=[CH:64][CH:65]=[CH:66][CH:67]=2)[CH2:62][CH2:61]1. The yield is 0.560. (2) The reactants are [N+:1]([C:4]1[CH:5]=[C:6]([C:14]2[CH:19]=[CH:18][CH:17]=[CH:16][CH:15]=2)[CH:7]=[CH:8][C:9]=1[CH2:10][C:11](O)=[O:12])([O-])=O. The catalyst is C(O)(=O)C.[Fe]. The product is [C:14]1([C:6]2[CH:5]=[C:4]3[C:9]([CH2:10][C:11](=[O:12])[NH:1]3)=[CH:8][CH:7]=2)[CH:19]=[CH:18][CH:17]=[CH:16][CH:15]=1. The yield is 0.930. (3) The reactants are [C:1]([O:5][C:6]([N:8]1[CH2:13][CH2:12][CH:11]([O:14][C:15]2[CH:20]=[C:19]([O:21][CH2:22][CH2:23][O:24][CH3:25])[CH:18]=[CH:17][C:16]=2/[CH:26]=[CH:27]/[C:28]([OH:30])=O)[CH2:10][CH2:9]1)=[O:7])([CH3:4])([CH3:3])[CH3:2].Cl.C(N=C=NCCCN(C)C)C.[CH2:43]([S:48]([NH2:51])(=[O:50])=[O:49])[CH2:44][CH2:45][CH2:46][CH3:47].O. The catalyst is C(#N)C.CN(C)C=O.CN(C)C1C=CN=CC=1. The product is [CH3:25][O:24][CH2:23][CH2:22][O:21][C:19]1[CH:18]=[CH:17][C:16](/[CH:26]=[CH:27]/[C:28](=[O:30])[NH:51][S:48]([CH2:43][CH2:44][CH2:45][CH2:46][CH3:47])(=[O:50])=[O:49])=[C:15]([CH:20]=1)[O:14][CH:11]1[CH2:12][CH2:13][N:8]([C:6]([O:5][C:1]([CH3:2])([CH3:4])[CH3:3])=[O:7])[CH2:9][CH2:10]1. The yield is 0.240.